From a dataset of Forward reaction prediction with 1.9M reactions from USPTO patents (1976-2016). Predict the product of the given reaction. (1) The product is: [CH3:1][N:2]1[C:6]([CH:7]=[O:8])=[C:5]([C:9]2[CH:14]=[CH:13][CH:12]=[CH:11][CH:10]=2)[N:4]=[CH:3]1. Given the reactants [CH3:1][N:2]1[C:6]([CH2:7][OH:8])=[C:5]([C:9]2[CH:14]=[CH:13][CH:12]=[CH:11][CH:10]=2)[N:4]=[CH:3]1, predict the reaction product. (2) Given the reactants [NH:1]1[CH2:6][CH2:5][CH:4]([C:7]2[CH:12]=[CH:11][C:10]([NH:13][C:14]([C:16]3[N:17]=[C:18]([C:25]4[CH:30]=[CH:29][CH:28]=[CH:27][CH:26]=4)[O:19][C:20]=3[C:21]([F:24])([F:23])[F:22])=[O:15])=[CH:9][CH:8]=2)[CH2:3][CH2:2]1.[NH:31]1[C:35]([CH:36]2[CH2:41][CH2:40][CH:39]([C:42](O)=[O:43])[CH2:38][CH2:37]2)=[N:34][N:33]=[N:32]1, predict the reaction product. The product is: [NH:34]1[C:35]([CH:36]2[CH2:37][CH2:38][CH:39]([C:42]([N:1]3[CH2:6][CH2:5][CH:4]([C:7]4[CH:8]=[CH:9][C:10]([NH:13][C:14]([C:16]5[N:17]=[C:18]([C:25]6[CH:30]=[CH:29][CH:28]=[CH:27][CH:26]=6)[O:19][C:20]=5[C:21]([F:22])([F:23])[F:24])=[O:15])=[CH:11][CH:12]=4)[CH2:3][CH2:2]3)=[O:43])[CH2:40][CH2:41]2)=[N:31][N:32]=[N:33]1. (3) Given the reactants [OH2:1].[ClH:2].Cl.[Cl:4]C1C=CC([O:11]C2C=C(C[N:19]3[CH2:24][CH2:23][N:22]([C:25]([NH:27][C:28]4[CH:29]=[N:30][CH:31]=[CH:32][CH:33]=4)=[O:26])[CH2:21][CH2:20]3)C=CC=2)=CC=1.O.O.Cl.Cl.[N:38]1[CH:43]=[CH:42][CH:41]=[C:40]([NH:44][C:45]([N:47]2[CH2:52][CH2:51][N:50]([CH2:53][C:54]3[CH:59]=[CH:58][CH:57]=[C:56]([O:60][C:61]4[CH:66]=[CH:65][C:64]([C:67]([F:70])([F:69])[F:68])=[CH:63][CH:62]=4)[CH:55]=3)[CH2:49][CH2:48]2)=[O:46])[CH:39]=1, predict the reaction product. The product is: [OH2:11].[ClH:4].[ClH:2].[N:30]1[CH:31]=[CH:32][CH:33]=[C:28]([NH:27][C:25]([N:22]2[CH2:21][CH2:20][NH:19][CH2:24][CH2:23]2)=[O:26])[CH:29]=1.[OH2:46].[OH2:1].[ClH:4].[ClH:4].[N:38]1[CH:43]=[CH:42][CH:41]=[C:40]([NH:44][C:45]([N:47]2[CH2:48][CH2:49][N:50]([CH2:53][C:54]3[CH:59]=[CH:58][CH:57]=[C:56]([O:60][C:61]4[CH:62]=[CH:63][C:64]([C:67]([F:70])([F:68])[F:69])=[CH:65][CH:66]=4)[CH:55]=3)[CH2:51][CH2:52]2)=[O:46])[CH:39]=1. (4) Given the reactants [Br:1][C:2]1[CH:3]=[C:4]2[C:9]3=[C:10]([NH:12][C:13](=[O:14])[N:8]3[CH:7]([C:15](OC)=[O:16])[CH2:6][CH2:5]2)[CH:11]=1.[BH4-].[Na+].CO.O1CCCC1.[Cl-].[NH4+], predict the reaction product. The product is: [Br:1][C:2]1[CH:3]=[C:4]2[C:9]3=[C:10]([NH:12][C:13](=[O:14])[N:8]3[CH:7]([CH2:15][OH:16])[CH2:6][CH2:5]2)[CH:11]=1. (5) Given the reactants [CH:1]1([NH:6][C:7]([C:9]2[N:14]([N+:15]([O-])=O)C(C)=C[NH:11][CH:10]=2)=[O:8])[CH2:5][CH2:4][CH2:3][CH2:2]1.C([O-])=O.[NH4+].[N:23]1[CH:28]=[CH:27][N:26]=[CH:25][C:24]=1[C:29]([OH:31])=O.[CH3:32][CH2:33]N=C=NCCCN(C)C.C1C=CC2N(O)N=NC=2C=1, predict the reaction product. The product is: [CH:1]1([NH:6][C:7]([C:9]2[C:10]([NH:11][C:29]([C:24]3[CH:25]=[N:26][CH:27]=[CH:28][N:23]=3)=[O:31])=[C:32]([CH3:33])[NH:15][N:14]=2)=[O:8])[CH2:2][CH2:3][CH2:4][CH2:5]1. (6) Given the reactants [OH:1][C:2]1[CH:7]=[CH:6][C:5]([O:8][C:9]([F:12])([F:11])[F:10])=[CH:4][C:3]=1B(O)O.Br[C:17]1[C:18]([N+:28]([O-:30])=[O:29])=[N:19][N:20]([CH:22]2[CH2:27][CH2:26][CH2:25][CH2:24][O:23]2)[CH:21]=1.BrC1C=NN(C2CCCCO2)C=1[N+]([O-])=O.O, predict the reaction product. The product is: [N+:28]([C:18]1[C:17]([C:3]2[CH:4]=[C:5]([O:8][C:9]([F:12])([F:11])[F:10])[CH:6]=[CH:7][C:2]=2[OH:1])=[CH:21][N:20]([CH:22]2[CH2:27][CH2:26][CH2:25][CH2:24][O:23]2)[N:19]=1)([O-:30])=[O:29].